From a dataset of Reaction yield outcomes from USPTO patents with 853,638 reactions. Predict the reaction yield, written as a fraction of the theoretical maximum amount of product (1.0 means a 100% yield; for example, 0.34 means a 34% yield). (1) The reactants are [CH3:1][N:2]1[CH2:6][CH2:5][CH2:4][CH:3]1[CH2:7][CH2:8][NH2:9].S=[C:11]1[CH2:15][S:14][C:13](=[O:16])[NH:12]1.[CH:17]([C:19]1[CH:37]=[CH:36][C:22]([O:23][C:24]2[CH:31]=[CH:30][C:27]([C:28]#[N:29])=[CH:26][C:25]=2[C:32]([F:35])([F:34])[F:33])=[C:21]([O:38][CH3:39])[CH:20]=1)=O.CC(C)([O-])C.[K+].[Cl-].[NH4+]. The catalyst is C(O)C. The product is [CH3:39][O:38][C:21]1[CH:20]=[C:19](/[CH:17]=[C:15]2/[C:11]([NH:9][CH2:8][CH2:7][CH:3]3[CH2:4][CH2:5][CH2:6][N:2]3[CH3:1])=[N:12][C:13](=[O:16])[S:14]/2)[CH:37]=[CH:36][C:22]=1[O:23][C:24]1[CH:31]=[CH:30][C:27]([C:28]#[N:29])=[CH:26][C:25]=1[C:32]([F:33])([F:35])[F:34]. The yield is 0.240. (2) No catalyst specified. The yield is 0.750. The product is [Cl:16][C:14]1[N:15]=[C:11]([C:9]([NH:8][C@H:7]2[CH2:6][CH2:5][N:4]([C:19]3[S:20][C:21]4[C:27]([C:28]([O:30][CH2:31][CH3:32])=[O:29])=[CH:26][CH:25]=[CH:24][C:22]=4[N:23]=3)[CH2:3][C@H:2]2[NH:1][CH:33]2[CH2:37][CH2:36][CH2:35][CH2:34]2)=[O:10])[NH:12][C:13]=1[CH2:17][CH3:18]. The reactants are [NH2:1][C@H:2]1[C@@H:7]([NH:8][C:9]([C:11]2[NH:12][C:13]([CH2:17][CH3:18])=[C:14]([Cl:16])[N:15]=2)=[O:10])[CH2:6][CH2:5][N:4]([C:19]2[S:20][C:21]3[C:27]([C:28]([O:30][CH2:31][CH3:32])=[O:29])=[CH:26][CH:25]=[CH:24][C:22]=3[N:23]=2)[CH2:3]1.[C:33]1(=O)[CH2:37][CH2:36][CH2:35][CH2:34]1.C(O[BH-](OC(=O)C)OC(=O)C)(=O)C.[Na+]. (3) The reactants are Cl[C:2]1[C:7]([CH3:8])=[CH:6][N:5]=[C:4]([NH2:9])[N:3]=1.[CH3:10][O:11][C:12]1[N:17]=[CH:16][C:15](B(O)O)=[CH:14][CH:13]=1.C([O-])([O-])=O.[Na+].[Na+]. No catalyst specified. The product is [CH3:10][O:11][C:12]1[N:17]=[CH:16][C:15]([C:2]2[C:7]([CH3:8])=[CH:6][N:5]=[C:4]([NH2:9])[N:3]=2)=[CH:14][CH:13]=1. The yield is 0.430. (4) The reactants are [Br:1][C:2]1[CH:7]=[CH:6][C:5]([C:8]([C:10]2[CH:15]=[CH:14][C:13]([OH:16])=[CH:12][CH:11]=2)=O)=[CH:4][CH:3]=1.[C:17]1(=O)[CH2:22][CH2:21][CH2:20][CH2:19][CH2:18]1. The catalyst is O1CCCC1.[Zn].Cl[Ti](Cl)(Cl)Cl. The product is [Br:1][C:2]1[CH:7]=[CH:6][C:5]([C:8](=[C:17]2[CH2:22][CH2:21][CH2:20][CH2:19][CH2:18]2)[C:10]2[CH:15]=[CH:14][C:13]([OH:16])=[CH:12][CH:11]=2)=[CH:4][CH:3]=1. The yield is 0.950. (5) The reactants are Br[C:2]1[CH:18]=[C:17]([Cl:19])[C:5]([CH2:6][C:7]2[CH:8]=[C:9]([CH:14]([CH3:16])[CH3:15])[C:10](=[O:13])[NH:11][N:12]=2)=[C:4]([Cl:20])[CH:3]=1.C1(P(C2C=CC=CC=2)CCCP(C2C=CC=CC=2)C2C=CC=CC=2)C=CC=CC=1.C(N(CC)CC)C.[C]=O.[C:59]([O:62][CH2:63]C)(=[O:61])C. The catalyst is C(#N)C.CO.C([O-])(=O)C.[Pd+2].C([O-])(=O)C.C1(P(C2C=CC=CC=2)CCCP(C2C=CC=CC=2)C2C=CC=CC=2)C=CC=CC=1. The product is [CH3:63][O:62][C:59](=[O:61])[C:2]1[CH:18]=[C:17]([Cl:19])[C:5]([CH2:6][C:7]2[CH:8]=[C:9]([CH:14]([CH3:16])[CH3:15])[C:10](=[O:13])[NH:11][N:12]=2)=[C:4]([Cl:20])[CH:3]=1. The yield is 0.900.